From a dataset of Full USPTO retrosynthesis dataset with 1.9M reactions from patents (1976-2016). Predict the reactants needed to synthesize the given product. (1) Given the product [Cl:1][C:2]1[CH:7]=[CH:6][C:5]([N:8]2[C:28](=[O:29])[C:22]3([CH2:27][CH2:26][CH2:25][CH2:24][CH2:23]3)[NH:21][C:9]2=[O:10])=[CH:4][CH:3]=1, predict the reactants needed to synthesize it. The reactants are: [Cl:1][C:2]1[CH:7]=[CH:6][C:5]([N:8]=[C:9]=[O:10])=[CH:4][CH:3]=1.C(=O)([O-])[O-].[Na+].[Na+].CS(C)=O.[NH2:21][C:22]1([C:28](OC)=[O:29])[CH2:27][CH2:26][CH2:25][CH2:24][CH2:23]1. (2) Given the product [CH3:1][O:2][C:3]1[CH:8]=[CH:7][C:6]([C:9]2[CH:21]=[C:20]([C:22]([NH2:24])=[O:23])[C:19]3[NH:18][C:17]4[C:12]([C:11]=3[CH:10]=2)=[CH:13][C:14]([C:25]([N:27]2[CH2:32][CH2:31][O:30][CH2:29][CH2:28]2)=[O:26])=[CH:15][CH:16]=4)=[CH:5][CH:4]=1, predict the reactants needed to synthesize it. The reactants are: [CH3:1][O:2][C:3]1[CH:8]=[CH:7][C:6]([C:9]2[CH:10]=[C:11]3[C:19](=[C:20]([C:22]([NH2:24])=[O:23])[CH:21]=2)[NH:18][C:17]2[CH2:16][CH2:15][CH:14]([C:25]([N:27]4[CH2:32][CH2:31][O:30][CH2:29][CH2:28]4)=[O:26])[CH2:13][C:12]3=2)=[CH:5][CH:4]=1.ClC1C(=O)C(C#N)=C(C#N)C(=O)C=1Cl. (3) Given the product [CH3:1][O:2][C:3](=[O:22])[CH:4]([O:20][CH3:21])[CH2:5][C:6]1[CH:11]=[CH:10][C:9]([OH:12])=[CH:8][CH:7]=1, predict the reactants needed to synthesize it. The reactants are: [CH3:1][O:2][C:3](=[O:22])[CH:4]([O:20][CH3:21])[CH2:5][C:6]1[CH:11]=[CH:10][C:9]([O:12]CC2C=CC=CC=2)=[CH:8][CH:7]=1. (4) Given the product [NH2:22][CH2:23][C:24]1[C:25]([F:33])=[C:26]([C:2]2[CH:7]=[CH:6][N:5]=[C:4]([CH2:8][O:9][C:10]3[CH:15]=[CH:14][CH:13]=[CH:12][C:11]=3[CH2:16][C:17]([OH:19])=[O:18])[CH:3]=2)[CH:27]=[CH:28][CH:29]=1, predict the reactants needed to synthesize it. The reactants are: Cl[C:2]1[CH:7]=[CH:6][N:5]=[C:4]([CH2:8][O:9][C:10]2[CH:15]=[CH:14][CH:13]=[CH:12][C:11]=2[CH2:16][C:17]([O:19]C)=[O:18])[CH:3]=1.Cl.[NH2:22][CH2:23][C:24]1[C:25]([F:33])=[C:26](B(O)O)[CH:27]=[CH:28][CH:29]=1.